Predict which catalyst facilitates the given reaction. From a dataset of Catalyst prediction with 721,799 reactions and 888 catalyst types from USPTO. Product: [CH2:1]([N:8]1[CH2:14][CH:13]2[N:15]([C:27]3[CH:26]=[CH:25][CH:24]=[C:23]([C:22]([F:31])([F:30])[F:21])[CH:28]=3)[CH:10]([CH2:11][CH2:12]2)[CH2:9]1)[C:2]1[CH:3]=[CH:4][CH:5]=[CH:6][CH:7]=1. Reactant: [CH2:1]([N:8]1[CH2:14][CH:13]2[NH:15][CH:10]([CH2:11][CH2:12]2)[CH2:9]1)[C:2]1[CH:7]=[CH:6][CH:5]=[CH:4][CH:3]=1.C([Li])CCC.[F:21][C:22]([F:31])([F:30])[C:23]1[CH:24]=[C:25](Br)[CH:26]=[CH:27][CH:28]=1. The catalyst class is: 188.